This data is from Full USPTO retrosynthesis dataset with 1.9M reactions from patents (1976-2016). The task is: Predict the reactants needed to synthesize the given product. (1) The reactants are: [C:1]([NH:4][NH2:5])(=[O:3])[CH3:2].[Br:6][C:7]1[CH:16]=[CH:15][CH:14]=[C:13]2[C:8]=1[N:9]=[C:10]([NH:20][C:21]([CH3:24])([CH3:23])[CH3:22])[C:11]([C:17](O)=O)=[N:12]2.CCCP1(OP(CCC)(=O)OP(CCC)(=O)O1)=O. Given the product [Br:6][C:7]1[CH:16]=[CH:15][CH:14]=[C:13]2[C:8]=1[N:9]=[C:10]([NH:20][C:21]([CH3:23])([CH3:22])[CH3:24])[C:11]([C:17]1[O:3][C:1]([CH3:2])=[N:4][N:5]=1)=[N:12]2, predict the reactants needed to synthesize it. (2) Given the product [N:2]1([CH2:4][C@@H:5]2[CH2:6][C@H:7]([C:9]3[N:13]4[CH:14]=[CH:15][N:16]=[C:17]([NH2:18])[C:12]4=[C:11]([C:19]4[CH:24]=[CH:23][CH:22]=[C:21]([O:25][CH2:26][C:27]5[CH:28]=[CH:29][CH:30]=[CH:31][CH:32]=5)[CH:20]=4)[N:10]=3)[CH2:8]2)[CH2:1][CH2:35][CH2:34][CH2:3]1, predict the reactants needed to synthesize it. The reactants are: [CH3:1][N:2]([CH2:4][CH:5]1[CH2:8][CH:7]([C:9]2[N:13]3[CH:14]=[CH:15][N:16]=[C:17]([NH2:18])[C:12]3=[C:11]([C:19]3[CH:24]=[CH:23][CH:22]=[C:21]([O:25][CH2:26][C:27]4[CH:32]=[CH:31][CH:30]=[CH:29][CH:28]=4)[CH:20]=3)[N:10]=2)[CH2:6]1)[CH3:3].N1CC[CH2:35][CH2:34]1. (3) Given the product [CH:4]1([CH:8]([N:12]2[CH:16]=[C:15]([C:17]3[C:18]4[CH:25]=[CH:24][NH:23][C:19]=4[N:20]=[CH:21][N:22]=3)[CH:14]=[N:13]2)[CH2:9][C:10]#[N:11])[CH2:7][CH2:6][CH2:5]1, predict the reactants needed to synthesize it. The reactants are: C(#N)C.[CH:4]1([CH:8]([N:12]2[CH:16]=[C:15]([C:17]3[C:18]4[CH:25]=[CH:24][N:23](COCC[Si](C)(C)C)[C:19]=4[N:20]=[CH:21][N:22]=3)[CH:14]=[N:13]2)[CH2:9][C:10]#[N:11])[CH2:7][CH2:6][CH2:5]1.F[B-](F)(F)F.[Li+].[OH-].[NH4+].